Dataset: Reaction yield outcomes from USPTO patents with 853,638 reactions. Task: Predict the reaction yield, written as a fraction of the theoretical maximum amount of product (1.0 means a 100% yield; for example, 0.34 means a 34% yield). (1) The reactants are [CH3:1][O:2][C:3](=[O:16])[C:4]([CH3:15])([C:6]1[CH:7]=[N:8][C:9]([N+:12]([O-])=O)=[CH:10][CH:11]=1)[CH3:5].[H][H]. The catalyst is C1COCC1.[Pd]. The product is [CH3:1][O:2][C:3](=[O:16])[C:4]([C:6]1[CH:7]=[N:8][C:9]([NH2:12])=[CH:10][CH:11]=1)([CH3:15])[CH3:5]. The yield is 0.920. (2) The product is [CH2:19]([CH:3]([CH2:1][CH3:2])[CH:4]([C:5]1[CH:6]=[CH:7][C:8]([NH:11][C:12]2[S:13][C:23]3[CH:24]=[CH:25][CH:26]=[CH:27][C:22]=3[N:21]=2)=[CH:9][CH:10]=1)[N:14]1[CH:18]=[N:17][CH:16]=[N:15]1)[CH3:20]. The reactants are [CH2:1]([CH:3]([CH2:19][CH3:20])[CH:4]([N:14]1[CH:18]=[N:17][CH:16]=[N:15]1)[C:5]1[CH:10]=[CH:9][C:8]([N:11]=[C:12]=[S:13])=[CH:7][CH:6]=1)[CH3:2].[NH2:21][C:22]1[CH:27]=[CH:26][CH:25]=[CH:24][C:23]=1S.O. The catalyst is C1COCC1. The yield is 0.496. (3) The reactants are C[O:2][C:3]1[CH:4]=[C:5]([C:9]2[C:17]3[C:12](=[N:13][CH:14]=[CH:15][CH:16]=3)[O:11][N:10]=2)[CH:6]=[CH:7][CH:8]=1.B(Br)(Br)Br. The catalyst is ClCCCl. The product is [O:11]1[C:12]2=[N:13][CH:14]=[CH:15][CH:16]=[C:17]2[C:9]([C:5]2[CH:4]=[C:3]([OH:2])[CH:8]=[CH:7][CH:6]=2)=[N:10]1. The yield is 0.900. (4) The reactants are [C@@H:1]1([NH:10][C:11]2[N:16]=[CH:15][N:14]=[C:13]([NH:17][C@@H:18]3[CH2:22][C@H:21]([CH2:23][O:24][S:25]([NH:28]C(=O)OC(C)(C)C)(=[O:27])=[O:26])[C@@H:20]([OH:36])[CH2:19]3)[CH:12]=2)[C:9]2[C:4](=[CH:5][CH:6]=[CH:7][CH:8]=2)[CH2:3][CH2:2]1.FC(F)(F)C(O)=O. The catalyst is C(Cl)Cl. The product is [S:25](=[O:27])(=[O:26])([O:24][CH2:23][C@H:21]1[CH2:22][C@@H:18]([NH:17][C:13]2[CH:12]=[C:11]([NH:10][C@@H:1]3[C:9]4[C:4](=[CH:5][CH:6]=[CH:7][CH:8]=4)[CH2:3][CH2:2]3)[N:16]=[CH:15][N:14]=2)[CH2:19][C@@H:20]1[OH:36])[NH2:28]. The yield is 0.300. (5) The reactants are C(Cl)Cl.C[O:5][C:6]1[CH:7]=[CH:8][C:9]2[C:21](=[O:22])[C:20]3[C:19]4[CH:18]=[CH:17][N:16]=[CH:15][C:14]=4[O:13][C:12]=3[C:11]([CH3:24])([CH3:23])[C:10]=2[CH:25]=1.B(Br)(Br)Br.C(=O)(O)[O-].[Na+]. The catalyst is O. The product is [OH:5][C:6]1[CH:7]=[CH:8][C:9]2[C:21](=[O:22])[C:20]3[C:19]4[CH:18]=[CH:17][N:16]=[CH:15][C:14]=4[O:13][C:12]=3[C:11]([CH3:23])([CH3:24])[C:10]=2[CH:25]=1. The yield is 0.990. (6) The reactants are Br[C:2]1[CH:3]=[C:4]([C:14]([NH:16][CH2:17][C:18]2[C:19](=[O:26])[NH:20][C:21]([CH3:25])=[CH:22][C:23]=2[CH3:24])=[O:15])[C:5]2[CH:10]=[N:9][N:8]([CH:11]([CH3:13])[CH3:12])[C:6]=2[N:7]=1.C([O-])([O-])=O.[Na+].[Na+].CO.C(Cl)Cl.O1CCO[CH2:40][CH2:39]1. The catalyst is O.C1C=CC([P]([Pd]([P](C2C=CC=CC=2)(C2C=CC=CC=2)C2C=CC=CC=2)([P](C2C=CC=CC=2)(C2C=CC=CC=2)C2C=CC=CC=2)[P](C2C=CC=CC=2)(C2C=CC=CC=2)C2C=CC=CC=2)(C2C=CC=CC=2)C2C=CC=CC=2)=CC=1. The product is [CH3:24][C:23]1[CH:22]=[C:21]([CH3:25])[NH:20][C:19](=[O:26])[C:18]=1[CH2:17][NH:16][C:14]([C:4]1[C:5]2[CH:10]=[N:9][N:8]([CH:11]([CH3:13])[CH3:12])[C:6]=2[N:7]=[C:2]([CH:39]=[CH2:40])[CH:3]=1)=[O:15]. The yield is 0.916. (7) The reactants are [O:1]=[C:2]1[O:6][C@H:5]([C@@H:7]([NH:15][C:16](=[O:22])[O:17][C:18]([CH3:21])([CH3:20])[CH3:19])[CH2:8][C:9]2[CH:14]=[CH:13][CH:12]=[CH:11][CH:10]=2)[CH2:4][CH:3]1[CH2:23][C:24]1[CH:29]=[CH:28][C:27]([C:30]2[CH:35]=[CH:34][CH:33]=[CH:32][N:31]=2)=[CH:26][CH:25]=1.[OH-:36].[Na+].N1C=CN=C1.[Si:43](Cl)([C:46]([CH3:49])([CH3:48])[CH3:47])([CH3:45])[CH3:44]. The catalyst is O1CCOCC1.CN(C)C=O. The product is [C:18]([O:17][C:16]([NH:15][C@@H:7]([CH2:8][C:9]1[CH:14]=[CH:13][CH:12]=[CH:11][CH:10]=1)[C@@H:5]([O:6][Si:43]([C:46]([CH3:49])([CH3:48])[CH3:47])([CH3:45])[CH3:44])[CH2:4][CH:3]([CH2:23][C:24]1[CH:29]=[CH:28][C:27]([C:30]2[CH:35]=[CH:34][CH:33]=[CH:32][N:31]=2)=[CH:26][CH:25]=1)[C:2]([OH:36])=[O:1])=[O:22])([CH3:20])([CH3:21])[CH3:19]. The yield is 0.490. (8) The reactants are [CH3:1][C@@H:2]1[CH2:6][CH2:5][C:4](=O)[CH:3]1[C:8]([O:10]CC)=O.[NH2:13][C:14]([NH2:16])=[S:15].[OH-].[K+]. The catalyst is C(O)C.O. The product is [SH:15][C:14]1[N:13]=[C:8]([OH:10])[C:3]2[C@H:2]([CH3:1])[CH2:6][CH2:5][C:4]=2[N:16]=1. The yield is 0.560. (9) The reactants are [F:1][C:2]1[CH:7]=[CH:6][CH:5]=[CH:4][C:3]=1[C:8]1[C:9]([N:17]2[CH2:22][CH2:21][N:20](C(OC(C)(C)C)=O)[CH2:19][CH2:18]2)=[C:10]2[CH:16]=[CH:15][NH:14][C:11]2=[N:12][CH:13]=1.C(O)(C(F)(F)F)=O. The catalyst is C(Cl)Cl. The product is [F:1][C:2]1[CH:7]=[CH:6][CH:5]=[CH:4][C:3]=1[C:8]1[C:9]([N:17]2[CH2:18][CH2:19][NH:20][CH2:21][CH2:22]2)=[C:10]2[CH:16]=[CH:15][NH:14][C:11]2=[N:12][CH:13]=1. The yield is 0.810.